Predict the product of the given reaction. From a dataset of Forward reaction prediction with 1.9M reactions from USPTO patents (1976-2016). (1) Given the reactants [Br:1][C:2]1[CH:29]=[CH:28][C:5]([O:6][C:7]2[CH:12]=[CH:11][C:10]([CH2:13][NH:14][CH2:15][CH:16]3[CH2:20][CH2:19][CH2:18][N:17]3[C:21]([O:23][C:24]([CH3:27])([CH3:26])[CH3:25])=[O:22])=[CH:9][CH:8]=2)=[CH:4][CH:3]=1.[C:30](O)(=O)C.C=O.C(O[BH-](OC(=O)C)OC(=O)C)(=O)C.[Na+].C(=O)(O)[O-].[Na+], predict the reaction product. The product is: [CH3:30][N:14]([CH2:15][C@H:16]1[CH2:20][CH2:19][CH2:18][N:17]1[C:21]([O:23][C:24]([CH3:25])([CH3:26])[CH3:27])=[O:22])[CH2:13][C:10]1[CH:9]=[CH:8][C:7]([O:6][C:5]2[CH:4]=[CH:3][C:2]([Br:1])=[CH:29][CH:28]=2)=[CH:12][CH:11]=1. (2) Given the reactants [Cl:1][C:2]1[CH:7]=[CH:6][C:5]([S:8]([CH2:11][C:12]#[N:13])(=[O:10])=[O:9])=[CH:4][CH:3]=1.C(=O)([O-])[O-].[K+].[K+].[N:20]1[CH:25]=[CH:24][CH:23]=[C:22]([N:26]=[C:27]=[S:28])[CH:21]=1.[CH3:29]I, predict the reaction product. The product is: [Cl:1][C:2]1[CH:3]=[CH:4][C:5]([S:8]([C:11](=[C:27]([S:28][CH3:29])[NH:26][C:22]2[CH:21]=[N:20][CH:25]=[CH:24][CH:23]=2)[C:12]#[N:13])(=[O:9])=[O:10])=[CH:6][CH:7]=1. (3) Given the reactants [F:1][C:2]([F:14])([F:13])[C@@H:3]1[CH2:8][CH2:7][NH:6][CH2:5][C@H:4]1[C:9]([O:11]C)=[O:10].Cl[C:16]1[N:21]=[CH:20][NH:19][C:18]2=[N:22][CH:23]=[CH:24][C:17]=12.N1C=CC=CC=1.[Li+].[OH-], predict the reaction product. The product is: [N:19]1[C:18]2[NH:22][CH:23]=[CH:24][C:17]=2[C:16]([N:6]2[CH2:7][CH2:8][C@@H:3]([C:2]([F:14])([F:13])[F:1])[C@H:4]([C:9]([OH:11])=[O:10])[CH2:5]2)=[N:21][CH:20]=1.